This data is from Full USPTO retrosynthesis dataset with 1.9M reactions from patents (1976-2016). The task is: Predict the reactants needed to synthesize the given product. (1) Given the product [C:1]([O:5][C:6]([NH:8][C@H:9]([C:21]([N:33]([CH3:32])[CH2:34][C:35]([O:37][CH3:38])=[O:36])=[O:23])[CH2:10][C:11]1[CH:12]=[CH:13][C:14]([C:17]([O:19][CH3:20])=[O:18])=[CH:15][CH:16]=1)=[O:7])([CH3:2])([CH3:3])[CH3:4], predict the reactants needed to synthesize it. The reactants are: [C:1]([O:5][C:6]([NH:8][C@H:9]([C:21]([OH:23])=O)[CH2:10][C:11]1[CH:16]=[CH:15][C:14]([C:17]([O:19][CH3:20])=[O:18])=[CH:13][CH:12]=1)=[O:7])([CH3:4])([CH3:3])[CH3:2].C(N(CC)CC)C.Cl.[CH3:32][NH:33][CH2:34][C:35]([O:37][CH3:38])=[O:36].C1C=CC2N(O)N=NC=2C=1.CCN=C=NCCCN(C)C.C(O)(=O)CC(CC(O)=O)(C(O)=O)O.C(OCC)(=O)C. (2) Given the product [F:1][C:2]([F:7])([F:6])[CH2:3][N:4]1[C:8](=[O:15])[C:9]([Cl:10])=[C:11]([Cl:12])[CH:13]=[N:5]1, predict the reactants needed to synthesize it. The reactants are: [F:1][C:2]([F:7])([F:6])[CH2:3][NH:4][NH2:5].[C:8](O)(=[O:15])/[C:9](=[C:11](\[CH:13]=O)/[Cl:12])/[Cl:10].